This data is from NCI-60 drug combinations with 297,098 pairs across 59 cell lines. The task is: Regression. Given two drug SMILES strings and cell line genomic features, predict the synergy score measuring deviation from expected non-interaction effect. (1) Drug 1: CC1=C(C(=CC=C1)Cl)NC(=O)C2=CN=C(S2)NC3=CC(=NC(=N3)C)N4CCN(CC4)CCO. Drug 2: CC1C(C(CC(O1)OC2CC(CC3=C2C(=C4C(=C3O)C(=O)C5=CC=CC=C5C4=O)O)(C(=O)C)O)N)O. Cell line: HCT116. Synergy scores: CSS=57.3, Synergy_ZIP=7.75, Synergy_Bliss=12.4, Synergy_Loewe=14.0, Synergy_HSA=14.2. (2) Drug 1: C1=NC(=NC(=O)N1C2C(C(C(O2)CO)O)O)N. Drug 2: C1CN(P(=O)(OC1)NCCCl)CCCl. Cell line: U251. Synergy scores: CSS=12.5, Synergy_ZIP=2.12, Synergy_Bliss=3.11, Synergy_Loewe=-37.1, Synergy_HSA=0.832.